This data is from Peptide-MHC class I binding affinity with 185,985 pairs from IEDB/IMGT. The task is: Regression. Given a peptide amino acid sequence and an MHC pseudo amino acid sequence, predict their binding affinity value. This is MHC class I binding data. (1) The binding affinity (normalized) is 0.0847. The peptide sequence is KQIGGTLFE. The MHC is HLA-B18:01 with pseudo-sequence HLA-B18:01. (2) The peptide sequence is RTRLYDYFT. The MHC is HLA-A02:06 with pseudo-sequence HLA-A02:06. The binding affinity (normalized) is 0.00246.